This data is from Full USPTO retrosynthesis dataset with 1.9M reactions from patents (1976-2016). The task is: Predict the reactants needed to synthesize the given product. Given the product [C:15]1([C:13]2[N:14]=[C:10]([CH2:9][CH:39]([C:44]3[CH:45]=[CH:46][C:47]([CH2:48][OH:49])=[CH:52][CH:53]=3)[CH2:40][CH2:41][CH3:42])[S:11][CH:12]=2)[CH:16]=[CH:17][CH:18]=[CH:19][CH:20]=1, predict the reactants needed to synthesize it. The reactants are: [Br-].C1([P+](C2C=CC=CC=2)(C2C=CC=CC=2)[CH2:9][C:10]2[S:11][CH:12]=[C:13]([C:15]3[CH:20]=[CH:19][CH:18]=[CH:17][CH:16]=3)[N:14]=2)C=CC=CC=1.CC(C)([O-])C.[K+].[C:39]([C:44]1[CH:53]=[CH:52][C:47]([C:48](OC)=[O:49])=[CH:46][CH:45]=1)(=O)[CH2:40][CH2:41][CH3:42].C1(C)C=CC=CC=1.[H-].C([Al+]CC(C)C)C(C)C.O.O.O.O.O.O.O.O.O.O.[O-]S([O-])(=O)=O.[Na+].[Na+].